From a dataset of Catalyst prediction with 721,799 reactions and 888 catalyst types from USPTO. Predict which catalyst facilitates the given reaction. (1) Reactant: [CH3:1][N:2]([CH2:25][CH2:26][CH2:27][C:28](O)=[O:29])[C:3]([C:5]1[CH:6]=[C:7]2[C:15](=[CH:16][CH:17]=1)[N:14]([CH3:18])[C:13]1[CH2:12][CH2:11][C@@H:10]([CH:19]3[CH2:24][CH2:23][O:22][CH2:21][CH2:20]3)[CH2:9][C:8]2=1)=[O:4].Cl.[O:32]1[CH2:35][CH:34]([NH2:36])[CH2:33]1.CN(C(ON1N=NC2C=CC=NC1=2)=[N+](C)C)C.F[P-](F)(F)(F)(F)F.C(N(CC)C(C)C)(C)C. Product: [CH3:1][N:2]([CH2:25][CH2:26][CH2:27][C:28]([NH:36][CH:34]1[CH2:35][O:32][CH2:33]1)=[O:29])[C:3]([C:5]1[CH:6]=[C:7]2[C:15](=[CH:16][CH:17]=1)[N:14]([CH3:18])[C:13]1[CH2:12][CH2:11][C@@H:10]([CH:19]3[CH2:24][CH2:23][O:22][CH2:21][CH2:20]3)[CH2:9][C:8]2=1)=[O:4]. The catalyst class is: 3. (2) Reactant: [CH3:1][O:2][C:3]([C:5]1[CH2:6][O:7][CH2:8][CH2:9][C:10]=1OS(C(F)(F)F)(=O)=O)=[O:4].C(=O)([O-])[O-].[K+].[K+].[C:25]1([C:34]2[CH:39]=[CH:38][CH:37]=[CH:36][CH:35]=2)[CH:30]=[CH:29][C:28](B(O)O)=[CH:27][CH:26]=1.O. Product: [CH3:1][O:2][C:3]([C:5]1[CH2:6][O:7][CH2:8][CH2:9][C:10]=1[C:37]1[CH:38]=[CH:39][C:34]([C:25]2[CH:30]=[CH:29][CH:28]=[CH:27][CH:26]=2)=[CH:35][CH:36]=1)=[O:4]. The catalyst class is: 176.